Dataset: Forward reaction prediction with 1.9M reactions from USPTO patents (1976-2016). Task: Predict the product of the given reaction. (1) Given the reactants [CH2:1]([O:8][C:9]1[CH:18]=[C:17]2[C:12]([C:13](Cl)=[C:14]([C:19]#[N:20])[CH:15]=[N:16]2)=[CH:11][C:10]=1[O:22][CH3:23])[C:2]1[CH:7]=[CH:6][CH:5]=[CH:4][CH:3]=1.[CH3:24][Mg]Br, predict the reaction product. The product is: [CH2:1]([O:8][C:9]1[CH:18]=[C:17]2[C:12]([C:13]([CH3:24])=[C:14]([C:19]#[N:20])[CH:15]=[N:16]2)=[CH:11][C:10]=1[O:22][CH3:23])[C:2]1[CH:7]=[CH:6][CH:5]=[CH:4][CH:3]=1. (2) The product is: [NH2:1][C:2]1[C:3]2[CH:10]=[CH:9][N:8]([C@@H:11]3[O:17][C@H:16]([CH2:18][OH:19])[C@@H:14]([OH:15])[C@@:12]3([CH2:20][CH3:22])[OH:13])[C:4]=2[N:5]=[CH:6][N:7]=1. Given the reactants [NH2:1][C:2]1[C:3]2[CH:10]=[CH:9][N:8]([C@@H:11]3[O:17][C@H:16]([CH2:18][OH:19])[C@@H:14]([OH:15])[C@@:12]3([CH3:20])[OH:13])[C:4]=2[N:5]=[CH:6][N:7]=1.N.[CH3:22]O, predict the reaction product. (3) Given the reactants [C:1]1([CH3:12])[CH:6]=[CH:5][C:4]([O:7][CH2:8][C:9](Cl)=[O:10])=[CH:3][CH:2]=1.[C:13]1([CH3:26])[CH:18]=[CH:17][C:16]([C:19]2[N:23]=[C:22]([CH2:24][NH2:25])[O:21][N:20]=2)=[CH:15][CH:14]=1.C(N(CC)CC)C, predict the reaction product. The product is: [C:13]1([CH3:26])[CH:14]=[CH:15][C:16]([C:19]2[N:23]=[C:22]([CH2:24][NH:25][C:9](=[O:10])[CH2:8][O:7][C:4]3[CH:5]=[CH:6][C:1]([CH3:12])=[CH:2][CH:3]=3)[O:21][N:20]=2)=[CH:17][CH:18]=1.